Dataset: Full USPTO retrosynthesis dataset with 1.9M reactions from patents (1976-2016). Task: Predict the reactants needed to synthesize the given product. (1) Given the product [ClH:30].[CH2:1]([O:8][C:9]1[CH:14]=[CH:13][C:12]([CH2:15][C@H:16]([NH2:22])[C:17]2[S:18][CH:19]=[CH:20][N:21]=2)=[CH:11][CH:10]=1)[C:2]1[CH:7]=[CH:6][CH:5]=[CH:4][CH:3]=1, predict the reactants needed to synthesize it. The reactants are: [CH2:1]([O:8][C:9]1[CH:14]=[CH:13][C:12]([CH2:15][C@H:16]([NH:22]C(=O)OC(C)(C)C)[C:17]2[S:18][CH:19]=[CH:20][N:21]=2)=[CH:11][CH:10]=1)[C:2]1[CH:7]=[CH:6][CH:5]=[CH:4][CH:3]=1.[ClH:30].C(OCC)(=O)C. (2) Given the product [Cl:1][C:2]1[CH:21]=[CH:20][C:19]([C:22]2[C:27]([N:29]3[CH2:39][CH2:38][CH:32]([C:33]([O:35][CH2:36][CH3:37])=[O:34])[CH2:31][CH2:30]3)=[N:26][CH:25]=[CH:24][N:23]=2)=[CH:18][C:3]=1[C:4]([NH:6][CH2:7][C:8]12[CH2:15][CH:14]3[CH2:13][CH:12]([CH2:11][CH:10]([CH2:16]3)[CH2:9]1)[CH2:17]2)=[O:5], predict the reactants needed to synthesize it. The reactants are: [Cl:1][C:2]1[CH:21]=[CH:20][C:19]([C:22]2[C:27](Cl)=[N:26][CH:25]=[CH:24][N:23]=2)=[CH:18][C:3]=1[C:4]([NH:6][CH2:7][C:8]12[CH2:17][CH:12]3[CH2:13][CH:14]([CH2:16][CH:10]([CH2:11]3)[CH2:9]1)[CH2:15]2)=[O:5].[NH:29]1[CH2:39][CH2:38][CH:32]([C:33]([O:35][CH2:36][CH3:37])=[O:34])[CH2:31][CH2:30]1. (3) Given the product [NH2:8][C@H:9]1[CH2:13][CH2:12][CH2:11][C@H:10]1[C:14]([O:16][CH2:17][CH3:18])=[O:15], predict the reactants needed to synthesize it. The reactants are: C([NH:8][C@H:9]1[CH2:13][CH2:12][CH2:11][C@H:10]1[C:14]([O:16][CH2:17][CH3:18])=[O:15])C1C=CC=CC=1.